Dataset: Reaction yield outcomes from USPTO patents with 853,638 reactions. Task: Predict the reaction yield, written as a fraction of the theoretical maximum amount of product (1.0 means a 100% yield; for example, 0.34 means a 34% yield). (1) The reactants are C(N(CC)CC)C.[I-].[CH2:9]([O:11][C:12]([C@@:14]1([NH:19][C:20](N2C=C[N+](C)=C2)=[O:21])[CH2:16][C@H:15]1[CH:17]=[CH2:18])=[O:13])[CH3:10].[CH2:28]([N:34]([CH3:43])[C:35]([C@@H:37]1[CH2:41][C@@H:40]([OH:42])[CH2:39][NH:38]1)=[O:36])[CH2:29][CH2:30][CH2:31][CH:32]=[CH2:33]. The catalyst is C(Cl)Cl. The product is [CH2:9]([O:11][C:12]([C@@:14]1([NH:19][C:20]([N:38]2[CH2:39][C@H:40]([OH:42])[CH2:41][C@H:37]2[C:35](=[O:36])[N:34]([CH2:28][CH2:29][CH2:30][CH2:31][CH:32]=[CH2:33])[CH3:43])=[O:21])[CH2:16][C@@H:15]1[CH:17]=[CH2:18])=[O:13])[CH3:10]. The yield is 0.700. (2) The reactants are I[C:2]1[C:10]2[C:5](=[N:6][CH:7]=[N:8][C:9]=2[NH2:11])[N:4]([C@H:12]2[CH2:17][CH2:16][C@@H:15]([N:18]3[CH2:23][CH2:22][N:21]([CH3:24])[CH2:20][CH2:19]3)[CH2:14][CH2:13]2)[N:3]=1.[CH3:25][O:26][C:27]1[CH:32]=[C:31](B2OC(C)(C)C(C)(C)O2)[CH:30]=[CH:29][C:28]=1[NH:42][C:43](=[O:49])[O:44][C:45]([CH3:48])([CH3:47])[CH3:46].C(=O)([O-])[O-].[Na+].[Na+].COCCOC. The catalyst is O. The product is [NH2:11][C:9]1[N:8]=[CH:7][N:6]=[C:5]2[N:4]([C@H:12]3[CH2:17][CH2:16][C@@H:15]([N:18]4[CH2:23][CH2:22][N:21]([CH3:24])[CH2:20][CH2:19]4)[CH2:14][CH2:13]3)[N:3]=[C:2]([C:31]3[CH:30]=[CH:29][C:28]([NH:42][C:43](=[O:49])[O:44][C:45]([CH3:46])([CH3:47])[CH3:48])=[C:27]([O:26][CH3:25])[CH:32]=3)[C:10]=12. The yield is 0.890. (3) The reactants are [CH3:1][O:2][C:3]1[CH:4]=[C:5]2[C:9](=[N:10][CH:11]=1)[NH:8][CH:7]=[CH:6]2.[H-].[Na+].[C:14]1([S:20](Cl)(=[O:22])=[O:21])[CH:19]=[CH:18][CH:17]=[CH:16][CH:15]=1. The catalyst is C1COCC1. The product is [C:14]1([S:20]([N:8]2[C:9]3[C:5](=[CH:4][C:3]([O:2][CH3:1])=[CH:11][N:10]=3)[CH:6]=[CH:7]2)(=[O:22])=[O:21])[CH:19]=[CH:18][CH:17]=[CH:16][CH:15]=1. The yield is 0.700. (4) The reactants are C[O:2][C:3](=[O:41])[CH2:4][C:5]1[C:14]([CH3:15])=[C:13]([C:16]2[CH:21]=[CH:20][C:19]([NH:22][S:23]([C:26]3[CH:31]=[C:30]([C:32]([F:35])([F:34])[F:33])[CH:29]=[C:28]([C:36]([F:39])([F:38])[F:37])[CH:27]=3)(=[O:25])=[O:24])=[CH:18][CH:17]=2)[C:12]2[C:7](=[CH:8][CH:9]=[C:10]([F:40])[CH:11]=2)[CH:6]=1.[OH-].[Na+]. The catalyst is C(O)C. The product is [F:35][C:32]([F:33])([F:34])[C:30]1[CH:31]=[C:26]([S:23]([NH:22][C:19]2[CH:18]=[CH:17][C:16]([C:13]3[C:12]4[C:7](=[CH:8][CH:9]=[C:10]([F:40])[CH:11]=4)[CH:6]=[C:5]([CH2:4][C:3]([OH:41])=[O:2])[C:14]=3[CH3:15])=[CH:21][CH:20]=2)(=[O:25])=[O:24])[CH:27]=[C:28]([C:36]([F:38])([F:39])[F:37])[CH:29]=1. The yield is 0.830. (5) The catalyst is CN(C)C=O.C(N(CC)CC)C. The reactants are [OH:1][C:2]1[CH:3]=[C:4]2[C:8](=[CH:9][CH:10]=1)[NH:7][C:6]([C:11]([OH:13])=O)=[CH:5]2.ON1C2C=CC=CC=2N=N1.Cl.CN(C)CCCN=C=NCC.[CH2:36]([N:43]1[CH2:48][CH2:47][CH:46]([NH2:49])[CH2:45][CH2:44]1)[C:37]1[CH:42]=[CH:41][CH:40]=[CH:39][CH:38]=1. The yield is 0.240. The product is [CH2:36]([N:43]1[CH2:48][CH2:47][CH:46]([NH:49][C:11]([C:6]2[NH:7][C:8]3[C:4]([CH:5]=2)=[CH:3][C:2]([OH:1])=[CH:10][CH:9]=3)=[O:13])[CH2:45][CH2:44]1)[C:37]1[CH:38]=[CH:39][CH:40]=[CH:41][CH:42]=1. (6) The reactants are [CH2:1]([C:3]([C:14]1[CH:19]=[CH:18][C:17]([CH2:20][CH2:21][C:22](=[O:27])[C:23]([CH3:26])([CH3:25])[CH3:24])=[C:16]([CH3:28])[CH:15]=1)([C:6]1[CH:11]=[CH:10][C:9]([OH:12])=[C:8]([CH3:13])[CH:7]=1)[CH2:4][CH3:5])[CH3:2].[BH4-].[Na+]. The catalyst is CO. The product is [CH2:1]([C:3]([C:6]1[CH:11]=[CH:10][C:9]([OH:12])=[C:8]([CH3:13])[CH:7]=1)([C:14]1[CH:19]=[CH:18][C:17]([CH2:20][CH2:21][CH:22]([OH:27])[C:23]([CH3:25])([CH3:26])[CH3:24])=[C:16]([CH3:28])[CH:15]=1)[CH2:4][CH3:5])[CH3:2]. The yield is 0.950. (7) The reactants are [C:1]([O:5][C:6]([N:8]1[CH2:13][CH2:12][N:11]([C:14]2[CH:19]=[CH:18][CH:17]=[C:16]([C:20](OCC)=[O:21])[CH:15]=2)[CH2:10][CH2:9]1)=[O:7])([CH3:4])([CH3:3])[CH3:2].[BH4-].[Li+]. The catalyst is C1COCC1. The product is [OH:21][CH2:20][C:16]1[CH:15]=[C:14]([N:11]2[CH2:10][CH2:9][N:8]([C:6]([O:5][C:1]([CH3:4])([CH3:3])[CH3:2])=[O:7])[CH2:13][CH2:12]2)[CH:19]=[CH:18][CH:17]=1. The yield is 0.900. (8) The yield is 0.900. The catalyst is CO.[Pd]. The product is [C:25]([Si:22]([CH3:24])([CH3:23])[O:21][C@@H:19]([CH3:20])[CH2:18][N:15]1[C:16]2[C:12](=[CH:11][CH:10]=[C:9]([OH:8])[CH:17]=2)[CH:13]=[N:14]1)([CH3:27])([CH3:28])[CH3:26]. The reactants are C([O:8][C:9]1[CH:17]=[C:16]2[C:12]([CH:13]=[N:14][N:15]2[CH2:18][C@@H:19]([O:21][Si:22]([C:25]([CH3:28])([CH3:27])[CH3:26])([CH3:24])[CH3:23])[CH3:20])=[CH:11][CH:10]=1)C1C=CC=CC=1.